Predict which catalyst facilitates the given reaction. From a dataset of Catalyst prediction with 721,799 reactions and 888 catalyst types from USPTO. Reactant: C([N:4]1[C:12]2[C:7](=[CH:8][C:9]([NH:13][S:14]([C:17]3[N:24]4[C:20]([S:21][CH:22]=[CH:23]4)=[N:19][C:18]=3[Cl:25])(=[O:16])=[O:15])=[CH:10][CH:11]=2)[CH2:6][CH2:5]1)(=O)C.O. Product: [ClH:25].[NH:4]1[C:12]2[C:7](=[CH:8][C:9]([NH:13][S:14]([C:17]3[N:24]4[C:20]([S:21][CH:22]=[CH:23]4)=[N:19][C:18]=3[Cl:25])(=[O:16])=[O:15])=[CH:10][CH:11]=2)[CH2:6][CH2:5]1. The catalyst class is: 502.